Dataset: Full USPTO retrosynthesis dataset with 1.9M reactions from patents (1976-2016). Task: Predict the reactants needed to synthesize the given product. (1) Given the product [N:14]1([C:12]([C:3]2[CH:4]=[C:5]([S:8]([NH2:11])(=[O:10])=[O:9])[CH:6]=[CH:7][C:2]=2[N:24]2[C:25]3[CH2:26][CH2:27][CH2:28][CH2:29][C:30]=3[C:22]([C:21]([F:20])([F:32])[F:31])=[N:23]2)=[O:13])[CH2:19][CH2:18][O:17][CH2:16][CH2:15]1, predict the reactants needed to synthesize it. The reactants are: F[C:2]1[CH:7]=[CH:6][C:5]([S:8]([NH2:11])(=[O:10])=[O:9])=[CH:4][C:3]=1[C:12]([N:14]1[CH2:19][CH2:18][O:17][CH2:16][CH2:15]1)=[O:13].[F:20][C:21]([F:32])([F:31])[C:22]1[C:30]2[CH2:29][CH2:28][CH2:27][CH2:26][C:25]=2[NH:24][N:23]=1. (2) Given the product [Cl:24][C:20]1[N:19]=[C:18]([C:17]2[S:16][C:15]([CH:25]3[CH2:30][CH2:29][O:28][CH2:27][CH2:26]3)=[N:14][C:13]=2[C:9]2[C:8]([F:31])=[C:7]([CH:12]=[CH:11][CH:10]=2)[NH2:6])[CH:23]=[CH:22][N:21]=1, predict the reactants needed to synthesize it. The reactants are: C(OC(=O)[NH:6][C:7]1[CH:12]=[CH:11][CH:10]=[C:9]([C:13]2[N:14]=[C:15]([CH:25]3[CH2:30][CH2:29][O:28][CH2:27][CH2:26]3)[S:16][C:17]=2[C:18]2[CH:23]=[CH:22][N:21]=[C:20]([Cl:24])[N:19]=2)[C:8]=1[F:31])C=C.CC(O)=O.C([SnH](CCCC)CCCC)CCC. (3) Given the product [C:1]1([C:7]#[C:8][C:9]2[CH2:13][C:12]3([CH2:18][CH2:17][NH:16][CH2:15][CH2:14]3)[O:11][N:10]=2)[CH:6]=[CH:5][CH:4]=[CH:3][CH:2]=1, predict the reactants needed to synthesize it. The reactants are: [C:1]1([C:7]#[C:8][C:9]2[CH2:13][C:12]3([CH2:18][CH2:17][N:16](C(OC(C)(C)C)=O)[CH2:15][CH2:14]3)[O:11][N:10]=2)[CH:6]=[CH:5][CH:4]=[CH:3][CH:2]=1.FC(F)(F)C(O)=O.O.[OH-].[Na+]. (4) Given the product [F:24][C:21]1[CH:20]=[CH:19][C:18]([C:17]2[N:16]=[N:15][N:14]([CH3:25])[C:13]=2/[CH:11]=[CH:10]/[C:8]2[S:9][C:5]([C:3]([OH:4])=[O:2])=[C:6]([CH3:26])[N:7]=2)=[CH:23][CH:22]=1, predict the reactants needed to synthesize it. The reactants are: C[O:2][C:3]([C:5]1[S:9][C:8]([CH2:10][CH:11]([C:13]2[N:14]([CH3:25])[N:15]=[N:16][C:17]=2[C:18]2[CH:23]=[CH:22][C:21]([F:24])=[CH:20][CH:19]=2)O)=[N:7][C:6]=1[CH3:26])=[O:4]. (5) Given the product [Cl:1][C:2]1[N:7]=[C:6]([C:8]([O:10][C:23]([CH3:26])([CH3:24])[CH3:22])=[O:9])[CH:5]=[CH:4][CH:3]=1, predict the reactants needed to synthesize it. The reactants are: [Cl:1][C:2]1[N:7]=[C:6]([C:8]([OH:10])=[O:9])[CH:5]=[CH:4][CH:3]=1.C(Cl)(=O)C(Cl)=O.CN(C=O)C.[CH3:22][C:23]([CH3:26])([O-])[CH3:24].[K+]. (6) Given the product [Cl:9][C:10]1[CH:15]=[CH:14][N:13]=[C:12]2[CH:16]=[C:17]([Sn:2]([CH3:8])([CH3:7])[CH3:1])[S:18][C:11]=12, predict the reactants needed to synthesize it. The reactants are: [CH3:1][Sn:2]([CH3:8])([CH3:7])[Sn:2]([CH3:8])([CH3:7])[CH3:1].[Cl:9][C:10]1[CH:15]=[CH:14][N:13]=[C:12]2[CH:16]=[C:17](I)[S:18][C:11]=12.